Predict the product of the given reaction. From a dataset of Forward reaction prediction with 1.9M reactions from USPTO patents (1976-2016). (1) Given the reactants [Cl:1][C:2]1[CH:3]=[C:4]([CH:27]=[CH:28][C:29]=1[Cl:30])[CH2:5][N:6]1[CH2:11][CH2:10][O:9][C@@H:8]([CH2:12][NH:13][C:14]([NH:16][CH2:17][CH2:18][CH2:19][C:20]([O:22]C(C)(C)C)=[O:21])=[O:15])[CH2:7]1, predict the reaction product. The product is: [ClH:1].[Cl:1][C:2]1[CH:3]=[C:4]([CH:27]=[CH:28][C:29]=1[Cl:30])[CH2:5][N:6]1[CH2:11][CH2:10][O:9][C@@H:8]([CH2:12][NH:13][C:14]([NH:16][CH2:17][CH2:18][CH2:19][C:20]([OH:22])=[O:21])=[O:15])[CH2:7]1. (2) The product is: [CH3:1][O:2][C:3]1[CH:4]=[C:5]2[C:10](=[CH:11][C:12]=1[O:13][CH3:14])[N:9]=[CH:8][CH:7]=[C:6]2[O:15][C:16]1[C:22]([CH3:23])=[CH:21][C:19]([NH:20][C:36](=[O:35])[O:37][CH:25]([CH3:31])[CH3:26])=[C:18]([CH3:24])[CH:17]=1. Given the reactants [CH3:1][O:2][C:3]1[CH:4]=[C:5]2[C:10](=[CH:11][C:12]=1[O:13][CH3:14])[N:9]=[CH:8][CH:7]=[C:6]2[O:15][C:16]1[C:22]([CH3:23])=[CH:21][C:19]([NH2:20])=[C:18]([CH3:24])[CH:17]=1.[C:25]1([CH3:31])C=CC=C[CH:26]=1.ClC(Cl)([O:35][C:36](=O)[O:37]C(Cl)(Cl)Cl)Cl.C(=O)(O)[O-].[Na+], predict the reaction product.